This data is from TCR-epitope binding with 47,182 pairs between 192 epitopes and 23,139 TCRs. The task is: Binary Classification. Given a T-cell receptor sequence (or CDR3 region) and an epitope sequence, predict whether binding occurs between them. The epitope is LLFGYPVYV. The TCR CDR3 sequence is CASSQAVGVPFTDTQYF. Result: 0 (the TCR does not bind to the epitope).